This data is from Reaction yield outcomes from USPTO patents with 853,638 reactions. The task is: Predict the reaction yield, written as a fraction of the theoretical maximum amount of product (1.0 means a 100% yield; for example, 0.34 means a 34% yield). The catalyst is [C-]#N.[Zn+2].[C-]#N.C1C=CC([P]([Pd]([P](C2C=CC=CC=2)(C2C=CC=CC=2)C2C=CC=CC=2)([P](C2C=CC=CC=2)(C2C=CC=CC=2)C2C=CC=CC=2)[P](C2C=CC=CC=2)(C2C=CC=CC=2)C2C=CC=CC=2)(C2C=CC=CC=2)C2C=CC=CC=2)=CC=1. The yield is 0.998. The product is [CH3:1][O:2][C:3]([C:5]1[C:10]([NH:11][C:12]2[CH:17]=[CH:16][C:15]([Si:18]([CH3:21])([CH3:20])[CH3:19])=[CH:14][C:13]=2[F:22])=[N:9][C:8]([C:32]#[N:33])=[CH:7][N:6]=1)=[O:4]. The reactants are [CH3:1][O:2][C:3]([C:5]1[C:10]([NH:11][C:12]2[CH:17]=[CH:16][C:15]([Si:18]([CH3:21])([CH3:20])[CH3:19])=[CH:14][C:13]=2[F:22])=[N:9][C:8](Cl)=[CH:7][N:6]=1)=[O:4].C(OCC)(=O)C.CO.[CH3:32][N:33](C)C=O.